From a dataset of Full USPTO retrosynthesis dataset with 1.9M reactions from patents (1976-2016). Predict the reactants needed to synthesize the given product. (1) Given the product [Si:10]([O:9][CH2:8][C:4]1[N:3]=[C:2]([N:17]2[CH2:22][CH2:21][O:20][CH2:19][CH2:18]2)[CH:7]=[CH:6][CH:5]=1)([C:13]([CH3:16])([CH3:15])[CH3:14])([CH3:12])[CH3:11], predict the reactants needed to synthesize it. The reactants are: Br[C:2]1[CH:7]=[CH:6][CH:5]=[C:4]([CH2:8][O:9][Si:10]([C:13]([CH3:16])([CH3:15])[CH3:14])([CH3:12])[CH3:11])[N:3]=1.[NH:17]1[CH2:22][CH2:21][O:20][CH2:19][CH2:18]1.C1(P(C2C=CC=CC=2)CCCP(C2C=CC=CC=2)C2C=CC=CC=2)C=CC=CC=1.N#N.CC(C)([O-])C.[Na+]. (2) Given the product [CH3:18][Si:17]([CH3:20])([CH3:19])[CH2:16][CH2:15][O:14][CH2:13][N:10]1[C:11]2[C:7](=[CH:6][CH:5]=[C:4]([NH2:1])[CH:12]=2)[CH:8]=[N:9]1, predict the reactants needed to synthesize it. The reactants are: [N+:1]([C:4]1[CH:12]=[C:11]2[C:7]([CH:8]=[N:9][N:10]2[CH2:13][O:14][CH2:15][CH2:16][Si:17]([CH3:20])([CH3:19])[CH3:18])=[CH:6][CH:5]=1)([O-])=O.[Cl-].[NH4+]. (3) Given the product [N:27]1([CH2:33][CH2:34][C:35]([NH:1][C:2]2[CH:3]=[CH:4][C:5]3[C:11]4[C:12]([O:20][CH3:21])=[C:13]([O:18][CH3:19])[C:14]([O:16][CH3:17])=[CH:15][C:10]=4[CH2:9][CH2:8][C@H:7]([NH:22][C:23](=[O:25])[CH3:24])[C:6]=3[CH:26]=2)=[O:36])[CH2:32][CH2:31][CH2:30][CH2:29][CH2:28]1, predict the reactants needed to synthesize it. The reactants are: [NH2:1][C:2]1[CH:3]=[CH:4][C:5]2[C:11]3[C:12]([O:20][CH3:21])=[C:13]([O:18][CH3:19])[C:14]([O:16][CH3:17])=[CH:15][C:10]=3[CH2:9][CH2:8][C@H:7]([NH:22][C:23](=[O:25])[CH3:24])[C:6]=2[CH:26]=1.[N:27]1([CH2:33][CH2:34][C:35](O)=[O:36])[CH2:32][CH2:31][CH2:30][CH2:29][CH2:28]1. (4) Given the product [Si:4]([O:11][CH2:12][C@@H:13]1[CH2:17][C@H:16]([NH:3][CH2:1][CH3:2])[CH2:15][N:14]1[C:23]([O:25][C:26]([CH3:29])([CH3:28])[CH3:27])=[O:24])([C:7]([CH3:10])([CH3:9])[CH3:8])([CH3:6])[CH3:5], predict the reactants needed to synthesize it. The reactants are: [CH2:1]([NH2:3])[CH3:2].[Si:4]([O:11][CH2:12][C@@H:13]1[CH2:17][C@@H:16](OS(C)(=O)=O)[CH2:15][N:14]1[C:23]([O:25][C:26]([CH3:29])([CH3:28])[CH3:27])=[O:24])([C:7]([CH3:10])([CH3:9])[CH3:8])([CH3:6])[CH3:5]. (5) Given the product [NH2:1][C:2]1[C:3]2[C:10]([C:11]3[CH:16]=[CH:15][CH:14]=[C:13]([O:17][CH2:18][CH:19]4[CH2:24][CH2:22][CH2:21][O:20]4)[CH:12]=3)=[CH:9][N:8]([C@H:25]3[CH2:26][C@H:27]([CH2:29][OH:30])[CH2:28]3)[C:4]=2[N:5]=[CH:6][N:7]=1, predict the reactants needed to synthesize it. The reactants are: [NH2:1][C:2]1[C:3]2[C:10]([C:11]3[CH:16]=[CH:15][CH:14]=[C:13]([O:17][CH2:18][CH:19]4[CH2:24]C[CH2:22][CH2:21][O:20]4)[CH:12]=3)=[CH:9][N:8]([C@@H:25]3[CH2:28][C@H:27]([CH2:29][OH:30])[CH2:26]3)[C:4]=2[N:5]=[CH:6][N:7]=1.NC1C2C(I)=CN([C@H]3C[C@H](CO)C3)C=2N=CN=1.O1CCCC1COC1C=C(B2OC(C)(C)C(C)(C)O2)C=CC=1.